Task: Predict the product of the given reaction.. Dataset: Forward reaction prediction with 1.9M reactions from USPTO patents (1976-2016) (1) The product is: [CH2:1]([N:8]1[CH2:9][CH2:10][CH:11]([C:14]([OH:20])([CH3:19])[C:15]([F:18])([F:16])[F:17])[CH2:12][CH2:13]1)[C:2]1[CH:3]=[CH:4][CH:5]=[CH:6][CH:7]=1. Given the reactants [CH2:1]([N:8]1[CH2:13][CH2:12][CH:11]([C:14]([O:20][Si](C)(C)C)([CH3:19])[C:15]([F:18])([F:17])[F:16])[CH2:10][CH2:9]1)[C:2]1[CH:7]=[CH:6][CH:5]=[CH:4][CH:3]=1.[F-].C([N+](CCCC)(CCCC)CCCC)CCC, predict the reaction product. (2) The product is: [C:1]1([C:5]([O:7][C:14]2[CH:19]=[CH:18][CH:17]=[CH:16][CH:15]=2)=[O:6])[CH2:4][CH2:3][CH:2]=1. Given the reactants [C:1]1([C:5]([OH:7])=[O:6])[CH2:4][CH2:3][CH:2]=1.C(Cl)(=O)C(Cl)=O.[C:14]1(O)[CH:19]=[CH:18][CH:17]=[CH:16][CH:15]=1.C(N(CC)CC)C.C1(C(Cl)=O)CCC=1, predict the reaction product. (3) Given the reactants Cl[C:2]1[CH:7]=[CH:6][N:5]=[CH:4][C:3]=1[S:8]([N:11]1[CH2:16][CH2:15][N:14]([C:17]2[CH:22]=[CH:21][C:20]([C:23]([OH:32])([C:28]([F:31])([F:30])[F:29])[C:24]([F:27])([F:26])[F:25])=[CH:19][CH:18]=2)[CH2:13][CH2:12]1)(=[O:10])=[O:9].[OH-].[NH4+:34], predict the reaction product. The product is: [NH2:34][C:2]1[CH:7]=[CH:6][N:5]=[CH:4][C:3]=1[S:8]([N:11]1[CH2:16][CH2:15][N:14]([C:17]2[CH:22]=[CH:21][C:20]([C:23]([OH:32])([C:28]([F:31])([F:30])[F:29])[C:24]([F:27])([F:26])[F:25])=[CH:19][CH:18]=2)[CH2:13][CH2:12]1)(=[O:10])=[O:9]. (4) Given the reactants [ClH:1].C(OC1C(OC)=C2C(C(CC3C=C(OC)C(OCC)=C(OC)C=3)=CN=C2)=CC=1)C.C([O-])([O-])=O.[K+].[K+].[CH2:37]([O:39][C:40]1[C:45]([O:46][CH3:47])=[CH:44][C:43]([C:48]([C:50]2[C:59]3[C:54](=[C:55]([O:63][CH3:64])[C:56]([O:60][CH2:61][CH3:62])=[CH:57][CH:58]=3)[CH:53]=[N:52][CH:51]=2)=[O:49])=[CH:42][C:41]=1[O:65][CH3:66])[CH3:38].Cl, predict the reaction product. The product is: [ClH:1].[CH2:37]([O:39][C:40]1[C:45]([O:46][CH3:47])=[CH:44][C:43]([C:48]([C:50]2[C:59]3[C:54](=[C:55]([O:63][CH3:64])[C:56]([O:60][CH2:61][CH3:62])=[CH:57][CH:58]=3)[CH:53]=[N:52][CH:51]=2)=[O:49])=[CH:42][C:41]=1[O:65][CH3:66])[CH3:38]. (5) The product is: [CH2:30]([O:29][C:27]1[CH:26]=[CH:25][C:3]([CH2:4][N:5]2[C:9]3[CH:10]=[C:11]([O:15][CH2:16][CH2:17][CH2:18][C:19]([O:21][CH2:22][CH3:23])=[O:20])[CH:12]=[C:13]([CH3:14])[C:8]=3[N:7]=[C:6]2[CH3:24])=[C:2]([CH:32]=[CH2:33])[CH:28]=1)[CH3:31]. Given the reactants Br[C:2]1[CH:28]=[C:27]([O:29][CH2:30][CH3:31])[CH:26]=[CH:25][C:3]=1[CH2:4][N:5]1[C:9]2[CH:10]=[C:11]([O:15][CH2:16][CH2:17][CH2:18][C:19]([O:21][CH2:22][CH3:23])=[O:20])[CH:12]=[C:13]([CH3:14])[C:8]=2[N:7]=[C:6]1[CH3:24].[CH2:32]([Sn](CCCC)(CCCC)C=C)[CH2:33]CC.[Cl-].[Li+], predict the reaction product. (6) Given the reactants [OH:1][C:2]1[CH:7]=[CH:6][C:5]([C:8](=[O:10])[CH3:9])=[CH:4][CH:3]=1.C(=O)([O-])[O-].[K+].[K+].Cl[CH2:18][C:19]([CH3:21])=[CH2:20], predict the reaction product. The product is: [CH3:20][C:19](=[CH2:18])[CH2:21][O:1][C:2]1[CH:7]=[CH:6][C:5]([C:8](=[O:10])[CH3:9])=[CH:4][CH:3]=1. (7) Given the reactants [NH:1]1[CH2:6][CH2:5][CH2:4][CH2:3][CH2:2]1.CN(C)C=O.Cl[C:13]1[CH:18]=[CH:17][C:16]([C:19]([F:22])([F:21])[F:20])=[CH:15][C:14]=1[N+:23]([O-:25])=[O:24], predict the reaction product. The product is: [N+:23]([C:14]1[CH:15]=[C:16]([C:19]([F:20])([F:21])[F:22])[CH:17]=[CH:18][C:13]=1[N:1]1[CH2:6][CH2:5][CH2:4][CH2:3][CH2:2]1)([O-:25])=[O:24].